This data is from Forward reaction prediction with 1.9M reactions from USPTO patents (1976-2016). The task is: Predict the product of the given reaction. (1) Given the reactants [CH3:1][O:2][C:3]1[C:11]2[O:10][C:9]([C:12]([F:15])([F:14])[F:13])=[CH:8][C:7]=2[C:6]([C:16](=O)[C:17]([CH3:23])([CH3:22])[C:18](OC)=[O:19])=[CH:5][CH:4]=1.O.[NH2:26][NH2:27], predict the reaction product. The product is: [CH3:1][O:2][C:3]1[C:11]2[O:10][C:9]([C:12]([F:15])([F:14])[F:13])=[CH:8][C:7]=2[C:6]([C:16]2[C:17]([CH3:23])([CH3:22])[C:18](=[O:19])[NH:27][N:26]=2)=[CH:5][CH:4]=1. (2) Given the reactants [CH2:1]([C:3]1[CH:12]=[CH:11][C:6]2[N:7]=[C:8]([NH2:10])[S:9][C:5]=2[CH:4]=1)[CH3:2].[F:13][C:14]([F:25])([F:24])[C:15]1[CH:16]=[C:17]([CH:21]=[CH:22][CH:23]=1)[C:18](Cl)=[O:19].C[O:27][C:28]1[CH:37]=CC2N=C(N)SC=2C=1.ClC1C=C(C=CC=1)C(Cl)=[O:43], predict the reaction product. The product is: [CH2:1]([C:3]1[CH:12]=[CH:11][C:6]2[N:7]([CH2:37][C:28]([OH:27])=[O:43])[C:8](=[N:10][C:18](=[O:19])[C:17]3[CH:21]=[CH:22][CH:23]=[C:15]([C:14]([F:25])([F:24])[F:13])[CH:16]=3)[S:9][C:5]=2[CH:4]=1)[CH3:2]. (3) Given the reactants [NH2:1][C:2]1[C:11]2[C:6](=[CH:7][C:8]([N:12]3[CH2:16][CH2:15][O:14][C:13]3=[O:17])=[CH:9][CH:10]=2)[C:5](Cl)=[CH:4][N:3]=1.[CH3:19][N:20]1[CH:24]=[C:23]([C:25]2[CH:30]=[CH:29][C:28](B3OC(C)(C)C(C)(C)O3)=[CH:27][CH:26]=2)[CH:22]=[N:21]1.CC([O-])=O.[K+].CN(C)C=O, predict the reaction product. The product is: [NH2:1][C:2]1[C:11]2[C:6](=[CH:7][C:8]([N:12]3[CH2:16][CH2:15][O:14][C:13]3=[O:17])=[CH:9][CH:10]=2)[C:5]([C:28]2[CH:27]=[CH:26][C:25]([C:23]3[CH:22]=[N:21][N:20]([CH3:19])[CH:24]=3)=[CH:30][CH:29]=2)=[CH:4][N:3]=1. (4) Given the reactants [CH2:1]([O:8][C:9](=[O:22])[CH2:10][C@H:11]([NH:14][C:15]([O:17][C:18]([CH3:21])([CH3:20])[CH3:19])=[O:16])[CH2:12][OH:13])[C:2]1[CH:7]=[CH:6][CH:5]=[CH:4][CH:3]=1.N1C=CN=C1.[C:28]([Si:32](Cl)([C:39]1[CH:44]=[CH:43][CH:42]=[CH:41][CH:40]=1)[C:33]1[CH:38]=[CH:37][CH:36]=[CH:35][CH:34]=1)([CH3:31])([CH3:30])[CH3:29], predict the reaction product. The product is: [CH2:1]([O:8][C:9](=[O:22])[CH2:10][C@H:11]([NH:14][C:15]([O:17][C:18]([CH3:19])([CH3:21])[CH3:20])=[O:16])[CH2:12][O:13][Si:32]([C:28]([CH3:31])([CH3:30])[CH3:29])([C:39]1[CH:40]=[CH:41][CH:42]=[CH:43][CH:44]=1)[C:33]1[CH:38]=[CH:37][CH:36]=[CH:35][CH:34]=1)[C:2]1[CH:7]=[CH:6][CH:5]=[CH:4][CH:3]=1.